The task is: Regression. Given a peptide amino acid sequence and an MHC pseudo amino acid sequence, predict their binding affinity value. This is MHC class I binding data.. This data is from Peptide-MHC class I binding affinity with 185,985 pairs from IEDB/IMGT. The MHC is HLA-A68:01 with pseudo-sequence HLA-A68:01. The peptide sequence is VTPEYIKDL. The binding affinity (normalized) is 0.